From a dataset of Reaction yield outcomes from USPTO patents with 853,638 reactions. Predict the reaction yield, written as a fraction of the theoretical maximum amount of product (1.0 means a 100% yield; for example, 0.34 means a 34% yield). The reactants are C([N:8]1[CH2:13][CH:12]2[CH2:14][CH2:15][CH:9]1[CH2:10][N:11]2[C:16]1[CH:21]=[CH:20][C:19]([F:22])=[CH:18][CH:17]=1)C1C=CC=CC=1.[ClH:23].CO. No catalyst specified. The product is [ClH:23].[F:22][C:19]1[CH:18]=[CH:17][C:16]([N:11]2[CH2:10][CH:9]3[CH2:15][CH2:14][CH:12]2[CH2:13][NH:8]3)=[CH:21][CH:20]=1. The yield is 1.00.